From a dataset of NCI-60 drug combinations with 297,098 pairs across 59 cell lines. Regression. Given two drug SMILES strings and cell line genomic features, predict the synergy score measuring deviation from expected non-interaction effect. Drug 1: C1CCN(CC1)CCOC2=CC=C(C=C2)C(=O)C3=C(SC4=C3C=CC(=C4)O)C5=CC=C(C=C5)O. Drug 2: N.N.Cl[Pt+2]Cl. Cell line: NCI-H226. Synergy scores: CSS=-8.41, Synergy_ZIP=4.34, Synergy_Bliss=-1.97, Synergy_Loewe=-8.97, Synergy_HSA=-8.39.